Dataset: NCI-60 drug combinations with 297,098 pairs across 59 cell lines. Task: Regression. Given two drug SMILES strings and cell line genomic features, predict the synergy score measuring deviation from expected non-interaction effect. Drug 1: CC1=C(C=C(C=C1)C(=O)NC2=CC(=CC(=C2)C(F)(F)F)N3C=C(N=C3)C)NC4=NC=CC(=N4)C5=CN=CC=C5. Drug 2: CC1=C2C(C(=O)C3(C(CC4C(C3C(C(C2(C)C)(CC1OC(=O)C(C(C5=CC=CC=C5)NC(=O)OC(C)(C)C)O)O)OC(=O)C6=CC=CC=C6)(CO4)OC(=O)C)O)C)O. Cell line: DU-145. Synergy scores: CSS=21.9, Synergy_ZIP=10.8, Synergy_Bliss=5.67, Synergy_Loewe=4.96, Synergy_HSA=3.06.